From a dataset of Reaction yield outcomes from USPTO patents with 853,638 reactions. Predict the reaction yield, written as a fraction of the theoretical maximum amount of product (1.0 means a 100% yield; for example, 0.34 means a 34% yield). (1) The reactants are [CH3:1][O:2][C:3]1[CH:4]=[C:5]2[C:10](=[CH:11][C:12]=1[O:13][CH3:14])[N:9]=[CH:8][CH:7]=[C:6]2[O:15][C:16]1[CH:22]=[CH:21][C:19]([NH2:20])=[CH:18][CH:17]=1.ClC(Cl)(O[C:27](=[O:33])[O:28][C:29](Cl)(Cl)Cl)Cl.[F:35][C:36]1[CH:46]=[CH:45][CH:44]=[CH:43][C:37]=1[O:38][CH2:39][CH2:40]CO. The catalyst is C1(C)C=CC=CC=1.C(N(CC)CC)C. The product is [CH3:1][O:2][C:3]1[CH:4]=[C:5]2[C:10](=[CH:11][C:12]=1[O:13][CH3:14])[N:9]=[CH:8][CH:7]=[C:6]2[O:15][C:16]1[CH:22]=[CH:21][C:19]([NH:20][C:27](=[O:33])[O:28][CH2:29][CH2:40][CH2:39][O:38][C:37]2[CH:43]=[CH:44][CH:45]=[CH:46][C:36]=2[F:35])=[CH:18][CH:17]=1. The yield is 0.550. (2) The reactants are [OH:1][CH2:2][C:3]1[C:11]2[C:10](=[O:12])[C:9]([O:13][CH3:14])=[CH:8][C:7](=[O:15])[C:6]=2[N:5]([CH3:16])[C:4]=1[CH3:17].C1C([N+]([O-])=O)=CC=C([Cl-][C:28]([O-])=[O:29])C=1.[CH:31]1[C:37]([NH2:38])=[N:36][C:34](=[O:35])[N:33]([C@@H:39]2[O:43][C@H:42]([CH2:44][OH:45])[C@@H:41]([OH:46])[C@@H:40]2[OH:47])[CH:32]=1.C(=O)(O)[O-].[Na+]. The catalyst is N1C=CC=CC=1.CC(N(C)C)=O. The product is [CH3:14][O:13][C:9]1[C:10](=[O:12])[C:11]2[C:3]([CH2:2][O:1][C:28]([NH:38][C:37]3[CH:31]=[CH:32][N:33]([C@@H:39]4[O:43][C@H:42]([CH2:44][OH:45])[C@@H:41]([OH:46])[C@@H:40]4[OH:47])[C:34](=[O:35])[N:36]=3)=[O:29])=[C:4]([CH3:17])[N:5]([CH3:16])[C:6]=2[C:7](=[O:15])[CH:8]=1. The yield is 0.100.